Dataset: NCI-60 drug combinations with 297,098 pairs across 59 cell lines. Task: Regression. Given two drug SMILES strings and cell line genomic features, predict the synergy score measuring deviation from expected non-interaction effect. (1) Drug 1: C1=CC(=CC=C1CC(C(=O)O)N)N(CCCl)CCCl.Cl. Drug 2: C1CC(=O)NC(=O)C1N2C(=O)C3=CC=CC=C3C2=O. Cell line: OVCAR3. Synergy scores: CSS=13.4, Synergy_ZIP=4.38, Synergy_Bliss=13.1, Synergy_Loewe=-3.59, Synergy_HSA=3.46. (2) Synergy scores: CSS=86.5, Synergy_ZIP=0.0290, Synergy_Bliss=0.567, Synergy_Loewe=-1.79, Synergy_HSA=2.79. Drug 1: B(C(CC(C)C)NC(=O)C(CC1=CC=CC=C1)NC(=O)C2=NC=CN=C2)(O)O. Drug 2: CCC1(C2=C(COC1=O)C(=O)N3CC4=CC5=C(C=CC(=C5CN(C)C)O)N=C4C3=C2)O. Cell line: OVCAR3. (3) Drug 1: C1CC(C1)(C(=O)O)C(=O)O.[NH2-].[NH2-].[Pt+2]. Drug 2: CC12CCC3C(C1CCC2OP(=O)(O)O)CCC4=C3C=CC(=C4)OC(=O)N(CCCl)CCCl.[Na+]. Cell line: SN12C. Synergy scores: CSS=10.8, Synergy_ZIP=-4.99, Synergy_Bliss=-2.74, Synergy_Loewe=-5.87, Synergy_HSA=-0.780. (4) Drug 1: C1CC(=O)NC(=O)C1N2CC3=C(C2=O)C=CC=C3N. Drug 2: C1CN(CCN1C(=O)CCBr)C(=O)CCBr. Cell line: SK-MEL-5. Synergy scores: CSS=14.0, Synergy_ZIP=-3.01, Synergy_Bliss=4.86, Synergy_Loewe=2.57, Synergy_HSA=4.26.